From a dataset of Reaction yield outcomes from USPTO patents with 853,638 reactions. Predict the reaction yield, written as a fraction of the theoretical maximum amount of product (1.0 means a 100% yield; for example, 0.34 means a 34% yield). (1) The reactants are [F:1][C:2]([F:31])([F:30])[C:3]1[CH:4]=[C:5]([C:13]2[N:17]=[CH:16][N:15](/[CH:18]=[CH:19]\[C:20]([NH:22][NH:23][C:24]3[CH:29]=[CH:28][N:27]=[CH:26][CH:25]=3)=[O:21])[N:14]=2)[CH:6]=[C:7]([C:9]([F:12])([F:11])[F:10])[CH:8]=1.[ClH:32]. The catalyst is C(Cl)Cl.O1CCOCC1. The product is [ClH:32].[F:12][C:9]([F:10])([F:11])[C:7]1[CH:6]=[C:5]([C:13]2[N:17]=[CH:16][N:15](/[CH:18]=[CH:19]\[C:20]([NH:22][NH:23][C:24]3[CH:29]=[CH:28][N:27]=[CH:26][CH:25]=3)=[O:21])[N:14]=2)[CH:4]=[C:3]([C:2]([F:1])([F:30])[F:31])[CH:8]=1. The yield is 0.408. (2) The reactants are [CH3:1][O:2][C:3]1[CH:8]=[CH:7][C:6]([C:9]2[O:13][N:12]=[CH:11][C:10]=2[CH2:14][CH2:15][C:16]([OH:18])=[O:17])=[CH:5][CH:4]=1.S(=O)(=O)(O)O.[CH3:24]O. No catalyst specified. The product is [CH3:1][O:2][C:3]1[CH:4]=[CH:5][C:6]([C:9]2[O:13][N:12]=[CH:11][C:10]=2[CH2:14][CH2:15][C:16]([O:18][CH3:24])=[O:17])=[CH:7][CH:8]=1. The yield is 0.950. (3) The catalyst is C1COCC1. The yield is 0.750. The reactants are [H-].[Na+].C(OP([CH2:11][C:12]([O:14][CH2:15][CH3:16])=[O:13])(OCC)=O)C.[Cl:17][C:18]1[CH:25]=[CH:24][CH:23]=[CH:22][C:19]=1[CH:20]=O. The product is [Cl:17][C:18]1[CH:25]=[CH:24][CH:23]=[CH:22][C:19]=1/[CH:20]=[CH:11]/[C:12]([O:14][CH2:15][CH3:16])=[O:13]. (4) The reactants are [OH:1][C:2]1[CH:10]=[CH:9][C:8]([C:11]2[N:12]([C:27]([O:29][C:30]([CH3:33])([CH3:32])[CH3:31])=[O:28])[C:13]3[C:18]([CH:19]=2)=[CH:17][C:16]([CH2:20][N:21]2[CH2:26][CH2:25][CH2:24][CH2:23][CH2:22]2)=[CH:15][CH:14]=3)=[C:7]2[C:3]=1[CH2:4][NH:5][C:6]2=[O:34].C(N(CC)CC)C.[Cl:42][CH2:43][CH2:44][CH2:45][S:46](Cl)(=[O:48])=[O:47]. The catalyst is C(#N)C. The product is [Cl:42][CH2:43][CH2:44][CH2:45][S:46]([O:1][C:2]1[CH:10]=[CH:9][C:8]([C:11]2[N:12]([C:27]([O:29][C:30]([CH3:31])([CH3:33])[CH3:32])=[O:28])[C:13]3[C:18]([CH:19]=2)=[CH:17][C:16]([CH2:20][N:21]2[CH2:26][CH2:25][CH2:24][CH2:23][CH2:22]2)=[CH:15][CH:14]=3)=[C:7]2[C:3]=1[CH2:4][NH:5][C:6]2=[O:34])(=[O:48])=[O:47]. The yield is 0.240. (5) The reactants are [Br:1][C:2]1[S:6][C:5]([S:7](Cl)(=[O:9])=[O:8])=[CH:4][C:3]=1[CH3:11].[NH2:12][C:13]1[CH:14]=[C:15]([OH:23])[C:16](=[CH:21][CH:22]=1)[C:17]([O:19][CH3:20])=[O:18].N1C=CC=CC=1. No catalyst specified. The product is [Br:1][C:2]1[S:6][C:5]([S:7]([NH:12][C:13]2[CH:22]=[CH:21][C:16]([C:17]([O:19][CH3:20])=[O:18])=[C:15]([OH:23])[CH:14]=2)(=[O:9])=[O:8])=[CH:4][C:3]=1[CH3:11]. The yield is 0.440. (6) The reactants are [C:1]([C:5]1[CH:10]=[C:9]([C:11]([F:14])([F:13])[F:12])[C:8]([N+:15]([O-])=O)=[CH:7][C:6]=1[O:18]CC1C=CC=CC=1)([CH3:4])([CH3:3])[CH3:2].C([O-])=O.[NH4+]. The catalyst is CCO.[Pd]. The product is [NH2:15][C:8]1[C:9]([C:11]([F:12])([F:13])[F:14])=[CH:10][C:5]([C:1]([CH3:2])([CH3:3])[CH3:4])=[C:6]([OH:18])[CH:7]=1. The yield is 0.520. (7) The reactants are [Cl:1][C:2]1[CH:10]=[CH:9][C:8]2[NH:7][C:6]3[CH2:11][CH2:12][N:13]([CH3:15])[CH2:14][C:5]=3[C:4]=2[CH:3]=1.[OH-].[K+].[CH3:18][C:19]1[N:24]=[CH:23][C:22]([CH:25]=[CH2:26])=[CH:21][N:20]=1. The catalyst is CN1CCCC1=O.O. The product is [Cl:1][C:2]1[CH:10]=[CH:9][C:8]2[N:7]([CH2:26][CH2:25][C:22]3[CH:21]=[N:20][C:19]([CH3:18])=[N:24][CH:23]=3)[C:6]3[CH2:11][CH2:12][N:13]([CH3:15])[CH2:14][C:5]=3[C:4]=2[CH:3]=1. The yield is 0.130. (8) The reactants are [CH3:1][NH:2][C:3]([C:5]1[N:6]([CH3:14])[C:7]2[C:12]([CH:13]=1)=[CH:11][CH:10]=[CH:9][CH:8]=2)=O.[H-].[H-].[H-].[H-].[Li+].[Al+3]. The catalyst is C1COCC1. The product is [CH3:14][N:6]1[C:7]2[C:12](=[CH:11][CH:10]=[CH:9][CH:8]=2)[CH:13]=[C:5]1[CH2:3][NH:2][CH3:1]. The yield is 0.730. (9) The reactants are [Br:1][C:2]1[CH:3]=[N:4][N:5]([CH3:16])[C:6]=1[C:7]1[CH:8]=[C:9]([C:13]([OH:15])=O)[S:10][C:11]=1[Cl:12].[NH2:17][C@@H:18]([CH2:31][C:32]1[CH:37]=[CH:36][CH:35]=[C:34]([C:38]([F:41])([F:40])[F:39])[CH:33]=1)[CH2:19][N:20]1[C:28](=[O:29])[C:27]2[C:22](=[CH:23][CH:24]=[CH:25][CH:26]=2)[C:21]1=[O:30].CC(OC(N[C@H](C(O)=O)CC1C=CC=CC=1C(F)(F)F)=O)(C)C.C1CN([P+](Br)(N2CCCC2)N2CCCC2)CC1.F[P-](F)(F)(F)(F)F.CCN(C(C)C)C(C)C. The catalyst is C(Cl)(Cl)Cl. The product is [Br:1][C:2]1[CH:3]=[N:4][N:5]([CH3:16])[C:6]=1[C:7]1[CH:8]=[C:9]([C:13]([NH:17][C@@H:18]([CH2:31][C:32]2[CH:37]=[CH:36][CH:35]=[C:34]([C:38]([F:41])([F:39])[F:40])[CH:33]=2)[CH2:19][N:20]2[C:21](=[O:30])[C:22]3[C:27](=[CH:26][CH:25]=[CH:24][CH:23]=3)[C:28]2=[O:29])=[O:15])[S:10][C:11]=1[Cl:12]. The yield is 0.690.